This data is from Forward reaction prediction with 1.9M reactions from USPTO patents (1976-2016). The task is: Predict the product of the given reaction. (1) Given the reactants Br[CH2:2][CH2:3][CH:4]([C:9]1[S:10][C:11]2[CH:18]=[C:17]([C:19]([F:22])([F:21])[F:20])[CH:16]=[CH:15][C:12]=2[C:13]=1[CH3:14])[CH2:5][CH2:6][CH2:7][CH3:8].C(=O)([O-])[O-].[Cs+].[Cs+].[CH2:29]([C:31]1[CH:36]=[C:35]([OH:37])[CH:34]=[CH:33][C:32]=1[O:38][CH2:39][C:40]([O:42][CH2:43][CH3:44])=[O:41])[CH3:30], predict the reaction product. The product is: [CH2:29]([C:31]1[CH:36]=[C:35]([O:37][CH2:2][CH2:3][CH:4]([C:9]2[S:10][C:11]3[CH:18]=[C:17]([C:19]([F:22])([F:21])[F:20])[CH:16]=[CH:15][C:12]=3[C:13]=2[CH3:14])[CH2:5][CH2:6][CH2:7][CH3:8])[CH:34]=[CH:33][C:32]=1[O:38][CH2:39][C:40]([O:42][CH2:43][CH3:44])=[O:41])[CH3:30]. (2) The product is: [OH:14][C:15]1[CH:16]=[CH:17][C:18]([C:21]2[NH:13][C:5]3[N:4]([N:3]=[C:2]([CH3:1])[C:6]=3[C:7]3[CH:12]=[CH:11][CH:10]=[CH:9][CH:8]=3)[C:23](=[O:24])[CH:22]=2)=[CH:19][CH:20]=1. Given the reactants [CH3:1][C:2]1[C:6]([C:7]2[CH:12]=[CH:11][CH:10]=[CH:9][CH:8]=2)=[C:5]([NH2:13])[NH:4][N:3]=1.[OH:14][C:15]1[CH:20]=[CH:19][C:18]([C:21](=O)[CH2:22][C:23](OC)=[O:24])=[CH:17][CH:16]=1, predict the reaction product. (3) Given the reactants [F:1][C:2]([F:23])([F:22])[C:3]1[N:8]=[CH:7][C:6]([C@H:9]([NH:11][C:12]2[C:13]3[CH2:21][NH:20][CH2:19][CH2:18][C:14]=3[N:15]=[CH:16][N:17]=2)[CH3:10])=[CH:5][CH:4]=1.[Cl:24][C:25]1[CH:26]=[CH:27][C:28](F)=[C:29]([CH:32]=1)[C:30]#[N:31].C(N(CC)C(C)C)(C)C, predict the reaction product. The product is: [Cl:24][C:25]1[CH:26]=[CH:27][C:28]([N:20]2[CH2:19][CH2:18][C:14]3[N:15]=[CH:16][N:17]=[C:12]([NH:11][C@@H:9]([C:6]4[CH:7]=[N:8][C:3]([C:2]([F:1])([F:22])[F:23])=[CH:4][CH:5]=4)[CH3:10])[C:13]=3[CH2:21]2)=[C:29]([CH:32]=1)[C:30]#[N:31]. (4) Given the reactants [F:1][C:2]1[C:3]([CH3:27])=[C:4]([C@:8]2([C:23](NO)=[O:24])[CH2:12][CH2:11][C:10]([C:13]3[CH:18]=[CH:17][N:16]=[C:15]([C:19]([F:22])([F:21])[F:20])[CH:14]=3)=[CH:9]2)[CH:5]=[CH:6][CH:7]=1.FC(F)(F)C1C=C(B(O)O)C=CN=1.[CH3:41][O:42]CCOC, predict the reaction product. The product is: [F:1][C:2]1[C:3]([CH3:27])=[C:4]([C@:8]2([C:23]([O:42][CH3:41])=[O:24])[CH2:12][CH2:11][C:10]([C:13]3[CH:18]=[CH:17][N:16]=[C:15]([C:19]([F:20])([F:21])[F:22])[CH:14]=3)=[CH:9]2)[CH:5]=[CH:6][CH:7]=1. (5) Given the reactants [CH:1]1([C:4]2[CH:5]=[CH:6][C:7]([C:18]([OH:20])=O)=[N:8][C:9]=2[O:10][CH2:11][C:12]2[CH:17]=[CH:16][CH:15]=[CH:14][N:13]=2)[CH2:3][CH2:2]1.[NH2:21][C@@H:22]([C:27]([CH3:30])([CH3:29])[CH3:28])[C:23]([NH:25][CH3:26])=[O:24], predict the reaction product. The product is: [CH:1]1([C:4]2[CH:5]=[CH:6][C:7]([C:18]([NH:21][C@@H:22]([C:27]([CH3:30])([CH3:29])[CH3:28])[C:23]([NH:25][CH3:26])=[O:24])=[O:20])=[N:8][C:9]=2[O:10][CH2:11][C:12]2[CH:17]=[CH:16][CH:15]=[CH:14][N:13]=2)[CH2:2][CH2:3]1. (6) Given the reactants [F:1][CH:2]([F:29])[C:3]([N:5]1[C@H:9]([CH2:10][F:11])[C@@H:8]([C:12]2[CH:17]=[CH:16][C:15](B3OC(C)(C)C(C)(C)O3)=[CH:14][CH:13]=2)[O:7][C:6]1([CH3:28])[CH3:27])=[O:4].Br[C:31]1[CH:32]=[CH:33][C:34]([CH:37]([NH:41][S:42]([C:44]([CH3:47])([CH3:46])[CH3:45])=[O:43])[CH2:38][C:39]#[N:40])=[N:35][CH:36]=1.C([O-])([O-])=O.[Na+].[Na+], predict the reaction product. The product is: [C:39]([CH2:38][CH:37]([NH:41][S:42]([C:44]([CH3:47])([CH3:46])[CH3:45])=[O:43])[C:34]1[CH:33]=[CH:32][C:31]([C:15]2[CH:16]=[CH:17][C:12]([C@H:8]3[O:7][C:6]([CH3:27])([CH3:28])[N:5]([C:3](=[O:4])[CH:2]([F:1])[F:29])[C@@H:9]3[CH2:10][F:11])=[CH:13][CH:14]=2)=[CH:36][N:35]=1)#[N:40].